This data is from Catalyst prediction with 721,799 reactions and 888 catalyst types from USPTO. The task is: Predict which catalyst facilitates the given reaction. (1) Reactant: Br[C:2]1[N:6]([C:7]2[CH:12]=[CH:11][C:10]([S:13]([CH3:16])(=[O:15])=[O:14])=[CH:9][CH:8]=2)[N:5]=[C:4]([C:17]2[CH:26]=[CH:25][C:20]([C:21]([O:23][CH3:24])=[O:22])=[CH:19][CH:18]=2)[CH:3]=1.[C:27]([C:31]1[CH:32]=[C:33](B2OC(C)(C)C(C)(C)O2)[CH:34]=[C:35]([C:37]([CH3:40])([CH3:39])[CH3:38])[CH:36]=1)([CH3:30])([CH3:29])[CH3:28].C1COCC1.C(=O)([O-])[O-].[Na+].[Na+]. Product: [C:27]([C:31]1[CH:32]=[C:33]([C:2]2[N:6]([C:7]3[CH:12]=[CH:11][C:10]([S:13]([CH3:16])(=[O:14])=[O:15])=[CH:9][CH:8]=3)[N:5]=[C:4]([C:17]3[CH:26]=[CH:25][C:20]([C:21]([O:23][CH3:24])=[O:22])=[CH:19][CH:18]=3)[CH:3]=2)[CH:34]=[C:35]([C:37]([CH3:40])([CH3:39])[CH3:38])[CH:36]=1)([CH3:30])([CH3:29])[CH3:28]. The catalyst class is: 257. (2) Reactant: [N+:1]([C:4]1[CH:12]=[CH:11][C:7]([C:8]([OH:10])=[O:9])=[CH:6][CH:5]=1)([O-:3])=[O:2].[C:13]([O:17][CH3:18])(=[O:16])[C:14]#[CH:15]. Product: [N+:1]([C:4]1[CH:5]=[CH:6][C:7]([C:8]([O:10][CH:15]=[CH:14][C:13]([O:17][CH3:18])=[O:16])=[O:9])=[CH:11][CH:12]=1)([O-:3])=[O:2]. The catalyst class is: 10. (3) Reactant: C([O:8][C@@H:9]1[C@@H:14]([O:15]CC2C=CC=CC=2)[C@H:13]([O:23]CC2C=CC=CC=2)[C@@H:12]([CH2:31][O:32]CC2C=CC=CC=2)[O:11][C@H:10]1[C:40]1[CH:45]=[CH:44][C:43]([B:46]2[O:50][C:49]([CH3:52])([CH3:51])[C:48]([CH3:54])([CH3:53])[O:47]2)=[CH:42][CH:41]=1)C1C=CC=CC=1. Product: [CH3:51][C:49]1([CH3:52])[C:48]([CH3:53])([CH3:54])[O:47][B:46]([C:43]2[CH:44]=[CH:45][C:40]([C@@H:10]3[O:11][C@H:12]([CH2:31][OH:32])[C@@H:13]([OH:23])[C@H:14]([OH:15])[C@H:9]3[OH:8])=[CH:41][CH:42]=2)[O:50]1. The catalyst class is: 312.